Dataset: Full USPTO retrosynthesis dataset with 1.9M reactions from patents (1976-2016). Task: Predict the reactants needed to synthesize the given product. Given the product [CH3:6][N:4]([CH:3]=[C:12]([C:11](=[O:18])[CH:10]([CH3:19])[CH3:9])[C:13]([O:15][CH2:16][CH3:17])=[O:14])[CH3:5], predict the reactants needed to synthesize it. The reactants are: CO[CH:3](OC)[N:4]([CH3:6])[CH3:5].[CH3:9][CH:10]([CH3:19])[C:11](=[O:18])[CH2:12][C:13]([O:15][CH2:16][CH3:17])=[O:14].